From a dataset of Full USPTO retrosynthesis dataset with 1.9M reactions from patents (1976-2016). Predict the reactants needed to synthesize the given product. (1) Given the product [CH:16]1([N:14]([CH3:15])[CH:8]2[CH2:7][CH2:6][C:5]([CH3:20])([CH3:19])[C:4]3[C:3]([C:33]#[C:32][Si:29]([CH3:31])([CH3:30])[CH3:28])=[CH:2][CH:11]=[C:10]([O:12][CH3:13])[C:9]2=3)[CH2:18][CH2:17]1, predict the reactants needed to synthesize it. The reactants are: Br[C:2]1[CH:11]=[C:10]([O:12][CH3:13])[C:9]2[CH:8]([N:14]([CH:16]3[CH2:18][CH2:17]3)[CH3:15])[CH2:7][CH2:6][C:5]([CH3:20])([CH3:19])[C:4]=2[CH:3]=1.C(N(CC)CC)C.[CH3:28][Si:29]([C:32]#[CH:33])([CH3:31])[CH3:30]. (2) Given the product [Cl:1][C:2]1[CH:3]=[C:4]([C:12]([C@H:14]2[CH2:16][C@@H:15]2[C:17]([O-:19])=[O:18])=[O:13])[CH:5]=[CH:6][C:7]=1[O:8][CH:9]([CH3:10])[CH3:11].[Na+:21], predict the reactants needed to synthesize it. The reactants are: [Cl:1][C:2]1[CH:3]=[C:4]([C:12]([C@H:14]2[CH2:16][C@@H:15]2[C:17]([OH:19])=[O:18])=[O:13])[CH:5]=[CH:6][C:7]=1[O:8][CH:9]([CH3:11])[CH3:10].[OH-].[Na+:21]. (3) Given the product [NH:37]1[C:38]2[C:34](=[CH:33][CH:32]=[C:31]([NH:30][C:28]([C:24]3[S:25][CH:26]=[CH:27][C:23]=3[NH:22][CH2:21][C:14]3[C:15]4[C:20](=[CH:19][CH:18]=[CH:17][CH:16]=4)[N:11]=[CH:12][CH:13]=3)=[O:29])[CH:39]=2)[CH2:35][CH2:36]1, predict the reactants needed to synthesize it. The reactants are: C(O)(C(F)(F)F)=O.C(Cl)Cl.[N:11]1[C:20]2[C:15](=[CH:16][CH:17]=[CH:18][CH:19]=2)[C:14]([CH2:21][NH:22][C:23]2[CH:27]=[CH:26][S:25][C:24]=2[C:28]([NH:30][C:31]2[CH:39]=[C:38]3[C:34]([CH2:35][CH2:36][N:37]3C(OC(C)(C)C)=O)=[CH:33][CH:32]=2)=[O:29])=[CH:13][CH:12]=1.[OH-].[Na+].